This data is from NCI-60 drug combinations with 297,098 pairs across 59 cell lines. The task is: Regression. Given two drug SMILES strings and cell line genomic features, predict the synergy score measuring deviation from expected non-interaction effect. (1) Drug 1: CC1=C2C(C(=O)C3(C(CC4C(C3C(C(C2(C)C)(CC1OC(=O)C(C(C5=CC=CC=C5)NC(=O)OC(C)(C)C)O)O)OC(=O)C6=CC=CC=C6)(CO4)OC(=O)C)O)C)O. Drug 2: C1CN(CCN1C(=O)CCBr)C(=O)CCBr. Cell line: HOP-92. Synergy scores: CSS=12.6, Synergy_ZIP=-2.22, Synergy_Bliss=0.674, Synergy_Loewe=-2.69, Synergy_HSA=-2.72. (2) Drug 1: CC12CCC(CC1=CCC3C2CCC4(C3CC=C4C5=CN=CC=C5)C)O. Drug 2: CC(C)(C#N)C1=CC(=CC(=C1)CN2C=NC=N2)C(C)(C)C#N. Cell line: UO-31. Synergy scores: CSS=5.00, Synergy_ZIP=-6.12, Synergy_Bliss=-8.10, Synergy_Loewe=-6.89, Synergy_HSA=-6.75. (3) Drug 1: COC1=C(C=C2C(=C1)N=CN=C2NC3=CC(=C(C=C3)F)Cl)OCCCN4CCOCC4. Drug 2: CC(C)NC(=O)C1=CC=C(C=C1)CNNC.Cl. Cell line: MCF7. Synergy scores: CSS=13.7, Synergy_ZIP=-3.43, Synergy_Bliss=-0.102, Synergy_Loewe=-3.64, Synergy_HSA=0.202. (4) Drug 1: C1=NC2=C(N1)C(=S)N=CN2. Drug 2: CC(C)NC(=O)C1=CC=C(C=C1)CNNC.Cl. Cell line: RPMI-8226. Synergy scores: CSS=22.0, Synergy_ZIP=-1.18, Synergy_Bliss=-2.10, Synergy_Loewe=-23.4, Synergy_HSA=-6.68. (5) Drug 1: CS(=O)(=O)CCNCC1=CC=C(O1)C2=CC3=C(C=C2)N=CN=C3NC4=CC(=C(C=C4)OCC5=CC(=CC=C5)F)Cl. Drug 2: CC12CCC3C(C1CCC2OP(=O)(O)O)CCC4=C3C=CC(=C4)OC(=O)N(CCCl)CCCl.[Na+]. Cell line: CCRF-CEM. Synergy scores: CSS=-3.76, Synergy_ZIP=3.48, Synergy_Bliss=1.85, Synergy_Loewe=-5.32, Synergy_HSA=-5.13. (6) Drug 1: C1CCN(CC1)CCOC2=CC=C(C=C2)C(=O)C3=C(SC4=C3C=CC(=C4)O)C5=CC=C(C=C5)O. Drug 2: CNC(=O)C1=NC=CC(=C1)OC2=CC=C(C=C2)NC(=O)NC3=CC(=C(C=C3)Cl)C(F)(F)F. Cell line: OVCAR-4. Synergy scores: CSS=-0.359, Synergy_ZIP=-7.34, Synergy_Bliss=-5.36, Synergy_Loewe=-7.58, Synergy_HSA=-7.57.